From a dataset of Forward reaction prediction with 1.9M reactions from USPTO patents (1976-2016). Predict the product of the given reaction. The product is: [CH3:33][C:8]1[CH:9]=[C:10]([O:13][C:14]2[CH:15]=[C:16]([O:21][C:22]3[CH:27]=[CH:26][C:25]([C:28]([F:30])([F:29])[F:31])=[CH:24][C:23]=3[O:35][C:36]3[CH:37]=[N:38][CH:39]=[CH:40][CH:41]=3)[CH:17]=[C:18]([CH3:20])[CH:19]=2)[CH:11]=[CH:12][C:7]=1[CH2:6][CH2:5][C:4]([OH:3])=[O:34]. Given the reactants C([O:3][C:4](=[O:34])[CH2:5][CH2:6][C:7]1[CH:12]=[CH:11][C:10]([O:13][C:14]2[CH:19]=[C:18]([CH3:20])[CH:17]=[C:16]([O:21][C:22]3[CH:27]=[CH:26][C:25]([C:28]([F:31])([F:30])[F:29])=[CH:24][C:23]=3Br)[CH:15]=2)=[CH:9][C:8]=1[CH3:33])C.[OH:35][C:36]1[CH:37]=[N:38][CH:39]=[CH:40][CH:41]=1, predict the reaction product.